The task is: Predict which catalyst facilitates the given reaction.. This data is from Catalyst prediction with 721,799 reactions and 888 catalyst types from USPTO. (1) Reactant: Cl[CH2:2][C:3]1[CH:8]=[CH:7][CH:6]=[CH:5][C:4]=1[CH2:9][C:10]([OH:12])=[O:11].[NH:13]1[CH2:18][CH2:17][O:16][CH2:15][CH2:14]1. Product: [O:16]1[CH2:17][CH2:18][N:13]([CH2:2][C:3]2[CH:8]=[CH:7][CH:6]=[CH:5][C:4]=2[CH2:9][C:10]([OH:12])=[O:11])[CH2:14][CH2:15]1. The catalyst class is: 56. (2) Reactant: Cl[C:2]([F:7])([F:6])[C:3]([O-])=O.[Na+].[CH:9]1([CH:14]([C:35]2[CH:40]=[CH:39][C:38](C=O)=[CH:37][CH:36]=2)[C:15]([NH:17][C:18]2[CH:19]=[C:20]([CH:32]=[CH:33][CH:34]=2)[CH2:21][C:22]2([C:25]([O:27][C:28]([CH3:31])([CH3:30])[CH3:29])=[O:26])[CH2:24][CH2:23]2)=[O:16])[CH2:13][CH2:12][CH2:11][CH2:10]1.C1(P(C2C=CC=CC=2)C2C=CC=CC=2)C=CC=CC=1.O. Product: [CH:9]1([CH:14]([C:35]2[CH:40]=[CH:39][C:38]([CH:3]=[C:2]([F:7])[F:6])=[CH:37][CH:36]=2)[C:15]([NH:17][C:18]2[CH:19]=[C:20]([CH:32]=[CH:33][CH:34]=2)[CH2:21][C:22]2([C:25]([O:27][C:28]([CH3:30])([CH3:31])[CH3:29])=[O:26])[CH2:23][CH2:24]2)=[O:16])[CH2:13][CH2:12][CH2:11][CH2:10]1. The catalyst class is: 13. (3) Reactant: [Cl-].[Br:2][C:3]1[CH:8]=[CH:7][C:6]([C@H:9]([NH3+:11])[CH3:10])=[C:5]([F:12])[CH:4]=1.[C:13](O[C:13]([O:15][C:16]([CH3:19])([CH3:18])[CH3:17])=[O:14])([O:15][C:16]([CH3:19])([CH3:18])[CH3:17])=[O:14].C(N(CC)CC)C. Product: [Br:2][C:3]1[CH:8]=[CH:7][C:6]([C@H:9]([NH:11][C:13](=[O:14])[O:15][C:16]([CH3:19])([CH3:18])[CH3:17])[CH3:10])=[C:5]([F:12])[CH:4]=1. The catalyst class is: 2. (4) Reactant: [OH:1][C:2]([C:7]1[CH:8]=[C:9]2[C:32](=[CH:33][CH:34]=1)[C:13]1=[N:14][O:15][C:16]([C:17]3[C:21]([C:22]([F:25])([F:24])[F:23])=[C:20]([C:26]4[CH:31]=[CH:30][CH:29]=[CH:28][CH:27]=4)[O:19][N:18]=3)=[C:12]1[CH2:11][CH2:10]2)([CH3:6])[C:3]([OH:5])=O.[NH2:35][CH2:36][CH2:37][OH:38].F[P-](F)(F)(F)(F)F.N1(O[P+](N(C)C)(N(C)C)N(C)C)C2C=CC=CC=2N=N1.CN1CCOCC1. Product: [OH:1][C:2]([C:7]1[CH:8]=[C:9]2[C:32](=[CH:33][CH:34]=1)[C:13]1=[N:14][O:15][C:16]([C:17]3[C:21]([C:22]([F:23])([F:25])[F:24])=[C:20]([C:26]4[CH:31]=[CH:30][CH:29]=[CH:28][CH:27]=4)[O:19][N:18]=3)=[C:12]1[CH2:11][CH2:10]2)([CH3:6])[C:3]([NH:35][CH2:36][CH2:37][OH:38])=[O:5]. The catalyst class is: 121. (5) Reactant: [CH2:1]([C:3]1[NH:4][C:5](=[O:27])[C:6]([CH2:12][C:13]2[CH:18]=[CH:17][C:16]([C:19]3[C:20]([C:25]#[N:26])=[CH:21][CH:22]=[CH:23][CH:24]=3)=[CH:15][CH:14]=2)=[C:7]([CH2:9][CH2:10][CH3:11])[N:8]=1)[CH3:2].[C:28]1(B(O)O)[CH:33]=[CH:32][CH:31]=[CH:30][CH:29]=1.N1C=CC=CC=1.C(N(CC)CC)C. Product: [CH2:1]([C:3]1[N:4]([C:28]2[CH:33]=[CH:32][CH:31]=[CH:30][CH:29]=2)[C:5](=[O:27])[C:6]([CH2:12][C:13]2[CH:18]=[CH:17][C:16]([C:19]3[C:20]([C:25]#[N:26])=[CH:21][CH:22]=[CH:23][CH:24]=3)=[CH:15][CH:14]=2)=[C:7]([CH2:9][CH2:10][CH3:11])[N:8]=1)[CH3:2]. The catalyst class is: 651.